This data is from Full USPTO retrosynthesis dataset with 1.9M reactions from patents (1976-2016). The task is: Predict the reactants needed to synthesize the given product. Given the product [CH2:18]([N:10]1[CH2:11][C@H:12]([CH3:13])[C@:8]([CH2:7][C:6]([O:5][C:1]([CH3:2])([CH3:3])[CH3:4])=[O:17])([C:14]([OH:16])=[O:15])[CH2:9]1)[C:19]1[CH:24]=[CH:23][CH:22]=[CH:21][CH:20]=1, predict the reactants needed to synthesize it. The reactants are: [C:1]([O:5][C:6](=[O:17])[CH2:7][C@@:8]1([C:14]([OH:16])=[O:15])[C@H:12]([CH3:13])[CH2:11][NH:10][CH2:9]1)([CH3:4])([CH3:3])[CH3:2].[CH:18](=O)[C:19]1[CH:24]=[CH:23][CH:22]=[CH:21][CH:20]=1.C(O)(=O)C.C(O[BH-](OC(=O)C)OC(=O)C)(=O)C.[Na+].